From a dataset of Forward reaction prediction with 1.9M reactions from USPTO patents (1976-2016). Predict the product of the given reaction. (1) Given the reactants [NH2:1][C@H:2]([C:11]([OH:13])=[O:12])[CH2:3][C:4]1[CH:9]=[CH:8][C:7]([OH:10])=[CH:6][CH:5]=1.C1(C)C=CC=CC=1.CS(O[CH2:26][CH2:27][C:28]1[CH:33]=[CH:32][C:31]([CH2:34][CH3:35])=[CH:30][N:29]=1)(=O)=O, predict the reaction product. The product is: [NH2:1][CH:2]([CH2:3][C:4]1[CH:5]=[CH:6][C:7]([O:10][CH2:26][CH2:27][C:28]2[CH:33]=[CH:32][C:31]([CH2:34][CH3:35])=[CH:30][N:29]=2)=[CH:8][CH:9]=1)[C:11]([OH:13])=[O:12]. (2) Given the reactants [Cl:1][C:2]1[CH:7]=[CH:6][C:5]([CH:8]2[C:12]3[N:13]([CH:22]([CH3:24])[CH3:23])[C:14]([CH:16]4[CH2:21][CH2:20][O:19][CH2:18][CH2:17]4)=[N:15][C:11]=3[C:10](=[O:25])[N:9]2[C:26]2[CH:27]=[C:28]([CH3:36])[C:29]3[N:30]([C:32]([CH3:35])=[N:33][N:34]=3)[N:31]=2)=[CH:4][CH:3]=1, predict the reaction product. The product is: [Cl:1][C:2]1[CH:7]=[CH:6][C:5]([C@H:8]2[C:12]3[N:13]([CH:22]([CH3:24])[CH3:23])[C:14]([CH:16]4[CH2:21][CH2:20][O:19][CH2:18][CH2:17]4)=[N:15][C:11]=3[C:10](=[O:25])[N:9]2[C:26]2[CH:27]=[C:28]([CH3:36])[C:29]3[N:30]([C:32]([CH3:35])=[N:33][N:34]=3)[N:31]=2)=[CH:4][CH:3]=1. (3) Given the reactants [C:1]([O:5][C:6]([N:8]1[CH2:13][CH2:12][CH:11]([C:14]([C:17]2[S:18][CH:19]=[CH:20][C:21]=2Br)=[N:15][OH:16])[CH2:10][CH2:9]1)=[O:7])([CH3:4])([CH3:3])[CH3:2].[OH-].[K+], predict the reaction product. The product is: [C:1]([O:5][C:6]([N:8]1[CH2:13][CH2:12][CH:11]([C:14]2[C:17]3[S:18][CH:19]=[CH:20][C:21]=3[O:16][N:15]=2)[CH2:10][CH2:9]1)=[O:7])([CH3:4])([CH3:3])[CH3:2]. (4) Given the reactants IN1C(=O)CCC1=O.[C:9]([NH:12][CH2:13][CH2:14][CH2:15][S:16]([O:19][CH2:20][C:21]([CH3:26])([CH3:25])[CH2:22][CH:23]=[O:24])(=[O:18])=[O:17])(=[O:11])[CH3:10].[CH2:27]([OH:34])[C:28]1[CH:33]=[CH:32][CH:31]=[CH:30][CH:29]=1, predict the reaction product. The product is: [C:9]([NH:12][CH2:13][CH2:14][CH2:15][S:16]([O:19][CH2:20][C:21]([CH3:26])([CH3:25])[CH2:22][C:23]([O:34][CH2:27][C:28]1[CH:33]=[CH:32][CH:31]=[CH:30][CH:29]=1)=[O:24])(=[O:18])=[O:17])(=[O:11])[CH3:10]. (5) Given the reactants [Br:1][C:2]1[C:3]([O:13][CH3:14])=[C:4]([C:8]2[NH:12][CH:11]=[N:10][CH:9]=2)[CH:5]=[CH:6][CH:7]=1.[H-].[Na+].[CH3:17][Si:18]([CH2:21][CH2:22][O:23][CH2:24]Cl)([CH3:20])[CH3:19], predict the reaction product. The product is: [Br:1][C:2]1[C:3]([O:13][CH3:14])=[C:4]([C:8]2[N:12]([CH2:24][O:23][CH2:22][CH2:21][Si:18]([CH3:20])([CH3:19])[CH3:17])[CH:11]=[N:10][CH:9]=2)[CH:5]=[CH:6][CH:7]=1.